Dataset: Full USPTO retrosynthesis dataset with 1.9M reactions from patents (1976-2016). Task: Predict the reactants needed to synthesize the given product. (1) Given the product [CH2:1]([N:8]1[CH2:13][CH2:12][N:11]([C:14]([C:16]2[CH:20]=[C:19]([CH3:21])[N:18]([C:22]3[CH:27]=[CH:26][CH:25]=[CH:24][CH:23]=3)[C:17]=2[C:28]2[CH:29]=[CH:30][CH:31]=[CH:32][CH:33]=2)=[O:15])[C@@H:10]([CH:34]=[O:35])[CH2:9]1)[C:2]1[CH:7]=[CH:6][CH:5]=[CH:4][CH:3]=1, predict the reactants needed to synthesize it. The reactants are: [CH2:1]([N:8]1[CH2:13][CH2:12][N:11]([C:14]([C:16]2[CH:20]=[C:19]([CH3:21])[N:18]([C:22]3[CH:27]=[CH:26][CH:25]=[CH:24][CH:23]=3)[C:17]=2[C:28]2[CH:33]=[CH:32][CH:31]=[CH:30][CH:29]=2)=[O:15])[C@@H:10]([CH2:34][OH:35])[CH2:9]1)[C:2]1[CH:7]=[CH:6][CH:5]=[CH:4][CH:3]=1.C(N(CC)CC)C.C(=O)(O)[O-].[Na+]. (2) Given the product [CH3:15][N:6]1[CH2:5][CH2:4][C:3]2[C:8](=[C:9]([NH2:12])[CH:10]=[CH:11][CH:2]=2)[CH2:7]1, predict the reactants needed to synthesize it. The reactants are: Br[C:2]1[CH:11]=[CH:10][C:9]([N+:12]([O-])=O)=[C:8]2[C:3]=1[CH2:4][CH2:5][N:6]([CH3:15])[CH2:7]2. (3) The reactants are: [Cl:1][C:2]1[CH:3]=[C:4]([N:10]2[CH:22]([CH:23]3[CH2:27][CH2:26][CH2:25][CH2:24]3)[CH:21]3[C:12]([C:13]4[CH:14]=[CH:15][C:16]([C:28](O)=[O:29])=[N:17][C:18]=4[CH2:19][CH2:20]3)=[N:11]2)[CH:5]=[CH:6][C:7]=1[C:8]#[N:9].[CH3:31][S:32]([N:35]1[CH2:40][CH2:39][NH:38][CH2:37][CH2:36]1)(=[O:34])=[O:33].CCN(C(C)C)C(C)C.CN(C(ON1N=NC2C=CC=NC1=2)=[N+](C)C)C.F[P-](F)(F)(F)(F)F. Given the product [Cl:1][C:2]1[CH:3]=[C:4]([N:10]2[CH:22]([CH:23]3[CH2:27][CH2:26][CH2:25][CH2:24]3)[CH:21]3[C:12]([C:13]4[CH:14]=[CH:15][C:16]([C:28]([N:38]5[CH2:39][CH2:40][N:35]([S:32]([CH3:31])(=[O:34])=[O:33])[CH2:36][CH2:37]5)=[O:29])=[N:17][C:18]=4[CH2:19][CH2:20]3)=[N:11]2)[CH:5]=[CH:6][C:7]=1[C:8]#[N:9], predict the reactants needed to synthesize it. (4) Given the product [CH3:16][O:15][CH2:14][C:4]1[C:3](=[O:2])[CH:8]=[C:7]([CH2:9][O:10][CH3:11])[C:6](=[O:12])[CH:5]=1, predict the reactants needed to synthesize it. The reactants are: C[O:2][C:3]1[CH:8]=[C:7]([CH2:9][O:10][CH3:11])[C:6]([O:12]C)=[CH:5][C:4]=1[CH2:14][O:15][CH3:16].[N+]([O-])([O-])=O.[NH4+].[Ce].